This data is from Full USPTO retrosynthesis dataset with 1.9M reactions from patents (1976-2016). The task is: Predict the reactants needed to synthesize the given product. Given the product [CH:5]1([C:3]2[N:4]=[C:20]([CH2:19][CH2:18][NH:17][C:15](=[O:16])[O:14][C:10]([CH3:13])([CH3:12])[CH3:11])[O:1][N:2]=2)[CH2:7][CH2:6]1, predict the reactants needed to synthesize it. The reactants are: [OH:1][NH:2][C:3]([CH:5]1[CH2:7][CH2:6]1)=[NH:4].[H-].[Na+].[C:10]([O:14][C:15]([NH:17][CH2:18][CH2:19][C:20](OCC)=O)=[O:16])([CH3:13])([CH3:12])[CH3:11].O.